Regression. Given a peptide amino acid sequence and an MHC pseudo amino acid sequence, predict their binding affinity value. This is MHC class I binding data. From a dataset of Peptide-MHC class I binding affinity with 185,985 pairs from IEDB/IMGT. (1) The MHC is HLA-A29:02 with pseudo-sequence HLA-A29:02. The peptide sequence is YTLVVPLVY. The binding affinity (normalized) is 0.791. (2) The peptide sequence is SVIRLLIWAY. The MHC is HLA-A33:01 with pseudo-sequence HLA-A33:01. The binding affinity (normalized) is 0.0965. (3) The peptide sequence is GRRGWEALKY. The MHC is Mamu-B1001 with pseudo-sequence Mamu-B1001. The binding affinity (normalized) is 0.